From a dataset of NCI-60 drug combinations with 297,098 pairs across 59 cell lines. Regression. Given two drug SMILES strings and cell line genomic features, predict the synergy score measuring deviation from expected non-interaction effect. (1) Drug 1: CC1=CC=C(C=C1)C2=CC(=NN2C3=CC=C(C=C3)S(=O)(=O)N)C(F)(F)F. Drug 2: CC1C(C(CC(O1)OC2CC(CC3=C2C(=C4C(=C3O)C(=O)C5=CC=CC=C5C4=O)O)(C(=O)C)O)N)O. Cell line: ACHN. Synergy scores: CSS=50.5, Synergy_ZIP=-4.11, Synergy_Bliss=-4.12, Synergy_Loewe=-26.2, Synergy_HSA=-1.09. (2) Drug 1: C1=CC=C(C(=C1)C(C2=CC=C(C=C2)Cl)C(Cl)Cl)Cl. Drug 2: CC1=C(C(=O)C2=C(C1=O)N3CC4C(C3(C2COC(=O)N)OC)N4)N. Cell line: OVCAR-4. Synergy scores: CSS=8.28, Synergy_ZIP=-4.50, Synergy_Bliss=-4.31, Synergy_Loewe=-5.89, Synergy_HSA=-2.38. (3) Drug 1: C1=C(C(=O)NC(=O)N1)N(CCCl)CCCl. Drug 2: C1CN(CCN1C(=O)CCBr)C(=O)CCBr. Cell line: SK-MEL-5. Synergy scores: CSS=28.4, Synergy_ZIP=1.49, Synergy_Bliss=3.84, Synergy_Loewe=-2.84, Synergy_HSA=4.36. (4) Drug 1: CS(=O)(=O)C1=CC(=C(C=C1)C(=O)NC2=CC(=C(C=C2)Cl)C3=CC=CC=N3)Cl. Drug 2: CCC1(CC2CC(C3=C(CCN(C2)C1)C4=CC=CC=C4N3)(C5=C(C=C6C(=C5)C78CCN9C7C(C=CC9)(C(C(C8N6C)(C(=O)OC)O)OC(=O)C)CC)OC)C(=O)OC)O.OS(=O)(=O)O. Cell line: ACHN. Synergy scores: CSS=31.9, Synergy_ZIP=12.1, Synergy_Bliss=14.7, Synergy_Loewe=-16.4, Synergy_HSA=12.7.